From a dataset of NCI-60 drug combinations with 297,098 pairs across 59 cell lines. Regression. Given two drug SMILES strings and cell line genomic features, predict the synergy score measuring deviation from expected non-interaction effect. (1) Cell line: K-562. Drug 2: CCC(=C(C1=CC=CC=C1)C2=CC=C(C=C2)OCCN(C)C)C3=CC=CC=C3.C(C(=O)O)C(CC(=O)O)(C(=O)O)O. Synergy scores: CSS=8.58, Synergy_ZIP=-1.43, Synergy_Bliss=-5.08, Synergy_Loewe=0, Synergy_HSA=-2.88. Drug 1: CC1=C(C(CCC1)(C)C)C=CC(=CC=CC(=CC(=O)O)C)C. (2) Drug 1: CC1=C2C(C(=O)C3(C(CC4C(C3C(C(C2(C)C)(CC1OC(=O)C(C(C5=CC=CC=C5)NC(=O)OC(C)(C)C)O)O)OC(=O)C6=CC=CC=C6)(CO4)OC(=O)C)OC)C)OC. Drug 2: CN1C2=C(C=C(C=C2)N(CCCl)CCCl)N=C1CCCC(=O)O.Cl. Cell line: MDA-MB-435. Synergy scores: CSS=70.9, Synergy_ZIP=5.01, Synergy_Bliss=4.82, Synergy_Loewe=-23.8, Synergy_HSA=3.48.